Dataset: Forward reaction prediction with 1.9M reactions from USPTO patents (1976-2016). Task: Predict the product of the given reaction. (1) Given the reactants Cl[C:2]1[CH:3]=[C:4]([C:14]([NH:16][CH2:17][C:18]2[C:19](=[O:26])[NH:20][C:21]([CH3:25])=[CH:22][C:23]=2[CH3:24])=[O:15])[C:5]2[CH:10]=[N:9][N:8]([CH:11]([CH3:13])[CH3:12])[C:6]=2[N:7]=1.[CH2:27]([NH2:29])[CH3:28], predict the reaction product. The product is: [CH3:24][C:23]1[CH:22]=[C:21]([CH3:25])[NH:20][C:19](=[O:26])[C:18]=1[CH2:17][NH:16][C:14]([C:4]1[C:5]2[CH:10]=[N:9][N:8]([CH:11]([CH3:13])[CH3:12])[C:6]=2[N:7]=[C:2]([NH:29][CH2:27][CH3:28])[CH:3]=1)=[O:15]. (2) The product is: [Cl:1][C:2]1[CH:10]=[C:9]([F:11])[C:8]([N+:12]([O-:14])=[O:13])=[CH:7][C:3]=1[C:4]([OH:6])=[O:5]. Given the reactants [Cl:1][C:2]1[CH:10]=[C:9]([F:11])[CH:8]=[CH:7][C:3]=1[C:4]([OH:6])=[O:5].[N+:12]([O-])([OH:14])=[O:13], predict the reaction product. (3) Given the reactants [Li+].C[Si]([N-][Si](C)(C)C)(C)C.C1COCC1.Cl[C:17]1[CH:18]=[CH:19][CH:20]=[C:21]2[C:26]=1[N:25]=[CH:24][C:23]([CH:27]([N:29]1[C:37](=[O:38])[C:36]3[C:31](=[CH:32][CH:33]=[CH:34][CH:35]=3)[C:30]1=[O:39])[CH3:28])=[C:22]2[C:40]1[CH:45]=[CH:44][CH:43]=[CH:42][N:41]=1.C([Sn](CCCC)(CCCC)[C:51]#[N:52])CCC, predict the reaction product. The product is: [O:39]=[C:30]1[C:31]2[C:36](=[CH:35][CH:34]=[CH:33][CH:32]=2)[C:37](=[O:38])[N:29]1[CH:27]([C:23]1[CH:24]=[N:25][C:26]2[C:21]([C:22]=1[C:40]1[CH:45]=[CH:44][CH:43]=[CH:42][N:41]=1)=[CH:20][CH:19]=[CH:18][C:17]=2[C:51]#[N:52])[CH3:28]. (4) Given the reactants [OH:1][C:2]1[CH:9]=[C:8]([I:10])[CH:7]=[CH:6][C:3]=1[CH:4]=[O:5].N12CCCN=C1CCCCC2.[CH2:22](Br)[C:23]1[CH:28]=[CH:27][CH:26]=[CH:25][CH:24]=1, predict the reaction product. The product is: [CH2:22]([O:1][C:2]1[CH:9]=[C:8]([I:10])[CH:7]=[CH:6][C:3]=1[CH:4]=[O:5])[C:23]1[CH:28]=[CH:27][CH:26]=[CH:25][CH:24]=1.